The task is: Predict the reactants needed to synthesize the given product.. This data is from Full USPTO retrosynthesis dataset with 1.9M reactions from patents (1976-2016). (1) Given the product [CH:1]([O:4][C:5]1[CH:13]=[CH:12][C:8]([C:9]2[O:11][N:36]=[C:18]([C:19]3[CH:20]=[C:21]([CH:33]=[CH:34][CH:35]=3)[CH2:22][N:23]([CH3:24])[CH2:25][C:26]([O:28][C:29]([CH3:30])([CH3:32])[CH3:31])=[O:27])[N:17]=2)=[CH:7][C:6]=1[CH2:14][O:15][CH3:16])([CH3:2])[CH3:3], predict the reactants needed to synthesize it. The reactants are: [CH:1]([O:4][C:5]1[CH:13]=[CH:12][C:8]([C:9]([OH:11])=O)=[CH:7][C:6]=1[CH2:14][O:15][CH3:16])([CH3:3])[CH3:2].[NH2:17][C:18](=[N:36]O)[C:19]1[CH:20]=[C:21]([CH:33]=[CH:34][CH:35]=1)[CH2:22][N:23]([CH2:25][C:26]([O:28][C:29]([CH3:32])([CH3:31])[CH3:30])=[O:27])[CH3:24]. (2) The reactants are: C([O:3][C:4]([C:6]1([C:9]2[CH:14]=[CH:13][C:12]([C:15]3[CH:20]=[CH:19][C:18]([C:21]4[S:22][C:23]([F:39])=[CH:24][C:25]=4[NH:26][C:27]([O:29][C@@H:30]([C:32]4[CH:37]=[CH:36][CH:35]=[CH:34][C:33]=4[Cl:38])[CH3:31])=[O:28])=[CH:17][CH:16]=3)=[CH:11][CH:10]=2)[CH2:8][CH2:7]1)=[O:5])C.[OH-].[Na+].Cl. Given the product [Cl:38][C:33]1[CH:34]=[CH:35][CH:36]=[CH:37][C:32]=1[C@H:30]([O:29][C:27]([NH:26][C:25]1[CH:24]=[C:23]([F:39])[S:22][C:21]=1[C:18]1[CH:19]=[CH:20][C:15]([C:12]2[CH:11]=[CH:10][C:9]([C:6]3([C:4]([OH:5])=[O:3])[CH2:7][CH2:8]3)=[CH:14][CH:13]=2)=[CH:16][CH:17]=1)=[O:28])[CH3:31], predict the reactants needed to synthesize it. (3) Given the product [OH:6][C:7]1[CH:15]=[C:14]([S:16]([CH3:19])(=[O:18])=[O:17])[CH:13]=[CH:12][C:8]=1[C:9]([OH:11])=[O:10], predict the reactants needed to synthesize it. The reactants are: B(Br)(Br)Br.C[O:6][C:7]1[CH:15]=[C:14]([S:16]([CH3:19])(=[O:18])=[O:17])[CH:13]=[CH:12][C:8]=1[C:9]([OH:11])=[O:10].O. (4) Given the product [C:1]([O:5][C:6]([NH:8][CH2:9][C:10]1[C:11]([C:41]2[CH:46]=[CH:45][C:44]([CH3:47])=[CH:43][CH:42]=2)=[C:12]([CH2:21][O:22][C:23]2[C:27]([C:28]([OH:30])=[O:29])=[CH:26][N:25]([CH2:33][C:34]([OH:36])=[O:35])[N:24]=2)[C:13]([CH3:20])=[N:14][C:15]=1[CH2:16][CH:17]([CH3:18])[CH3:19])=[O:7])([CH3:2])([CH3:3])[CH3:4], predict the reactants needed to synthesize it. The reactants are: [C:1]([O:5][C:6]([NH:8][CH2:9][C:10]1[C:11]([C:41]2[CH:46]=[CH:45][C:44]([CH3:47])=[CH:43][CH:42]=2)=[C:12]([CH2:21][O:22][C:23]2[C:27]([C:28]([O:30]CC)=[O:29])=[CH:26][N:25]([CH2:33][C:34]([O:36]C(C)(C)C)=[O:35])[N:24]=2)[C:13]([CH3:20])=[N:14][C:15]=1[CH2:16][CH:17]([CH3:19])[CH3:18])=[O:7])([CH3:4])([CH3:3])[CH3:2].[OH-].[Na+].Cl. (5) Given the product [CH2:1]([O:3][CH:4]([C:11]1[CH:12]=[CH:13][C:14]([O:17][CH2:26][C:23]2[CH:22]=[CH:21][C:20]([C:19]([F:18])([F:28])[F:29])=[CH:25][CH:24]=2)=[CH:15][CH:16]=1)[CH2:5][C:6]([O:8][CH2:9][CH3:10])=[O:7])[CH3:2], predict the reactants needed to synthesize it. The reactants are: [CH2:1]([O:3][CH:4]([C:11]1[CH:16]=[CH:15][C:14]([OH:17])=[CH:13][CH:12]=1)[CH2:5][C:6]([O:8][CH2:9][CH3:10])=[O:7])[CH3:2].[F:18][C:19]([F:29])([F:28])[C:20]1[CH:25]=[CH:24][C:23]([CH2:26]O)=[CH:22][CH:21]=1.C1(P(C2C=CC=CC=2)C2C=CC=CC=2)C=CC=CC=1.C1(C)C=CC=CC=1.N(C(OCC)=O)=NC(OCC)=O. (6) Given the product [C:85]([O:84][C:83](=[O:89])[CH2:82][N:73]([CH2:74][C:75](=[O:81])[O:76][C:77]([CH3:80])([CH3:79])[CH3:78])[C:72](=[O:90])[CH2:71][N:67]1[CH:68]=[CH:69][N:70]=[C:66]1[CH2:65][N:51]([CH2:50][C:46]1[N:45]([CH2:44][C:43]([N:42]([CH2:92][C:93]([O:94][C:95]([CH3:97])([CH3:96])[CH3:98])=[O:99])[CH2:41][C:40](=[O:100])[O:39][C:35]([CH3:38])([CH3:36])[CH3:37])=[O:91])[CH:49]=[CH:48][N:47]=1)[CH2:52][CH2:53][CH2:54][CH2:55][CH2:56][CH2:57][CH2:58][CH2:59][CH2:60][CH2:61][C:62](=[O:63])[NH:1][CH2:2][CH2:3][CH2:4][CH2:5][C@@H:6]([C:7]([O:9][C:10]([CH3:13])([CH3:12])[CH3:11])=[O:8])[NH:14][C:15](=[O:34])[NH:16][C@H:17]([C:18]([O:20][C:21]([CH3:22])([CH3:23])[CH3:24])=[O:19])[CH2:25][CH2:26][C:27]([O:29][C:30]([CH3:33])([CH3:32])[CH3:31])=[O:28])([CH3:86])([CH3:87])[CH3:88], predict the reactants needed to synthesize it. The reactants are: [NH2:1][CH2:2][CH2:3][CH2:4][CH2:5][C@H:6]([NH:14][C:15](=[O:34])[NH:16][C@@H:17]([CH2:25][CH2:26][C:27]([O:29][C:30]([CH3:33])([CH3:32])[CH3:31])=[O:28])[C:18]([O:20][C:21]([CH3:24])([CH3:23])[CH3:22])=[O:19])[C:7]([O:9][C:10]([CH3:13])([CH3:12])[CH3:11])=[O:8].[C:35]([O:39][C:40](=[O:100])[CH2:41][N:42]([CH2:92][C:93](=[O:99])[O:94][C:95]([CH3:98])([CH3:97])[CH3:96])[C:43](=[O:91])[CH2:44][N:45]1[CH:49]=[CH:48][N:47]=[C:46]1[CH2:50][N:51]([CH2:65][C:66]1[N:67]([CH2:71][C:72](=[O:90])[N:73]([CH2:82][C:83](=[O:89])[O:84][C:85]([CH3:88])([CH3:87])[CH3:86])[CH2:74][C:75](=[O:81])[O:76][C:77]([CH3:80])([CH3:79])[CH3:78])[CH:68]=[CH:69][N:70]=1)[CH2:52][CH2:53][CH2:54][CH2:55][CH2:56][CH2:57][CH2:58][CH2:59][CH2:60][CH2:61][C:62](O)=[O:63])([CH3:38])([CH3:37])[CH3:36].CCN=C=NCCCN(C)C.C1C=CC2N(O)N=NC=2C=1.CCN(C(C)C)C(C)C. (7) Given the product [N:4]1[CH:9]=[CH:8][CH:7]=[CH:6][C:5]=1[C:10]1[CH:17]=[CH:16][C:13]([CH:14]=[N:2][NH2:3])=[CH:12][CH:11]=1, predict the reactants needed to synthesize it. The reactants are: O.[NH2:2][NH2:3].[N:4]1[CH:9]=[CH:8][CH:7]=[CH:6][C:5]=1[C:10]1[CH:17]=[CH:16][C:13]([CH:14]=O)=[CH:12][CH:11]=1. (8) Given the product [Cl:22][C:7]1[C:6]2[C:5](=[CH:4][CH:3]=[C:2]([I:1])[CH:10]=2)[N:11]=[CH:16][N:18]=1, predict the reactants needed to synthesize it. The reactants are: [I:1][C:2]1[CH:10]=[C:6]([C:7](O)=O)[C:5]([NH2:11])=[CH:4][CH:3]=1.C(O)(=O)C.[CH:16]([NH2:18])=N.C(Cl)(=O)C([Cl:22])=O.CN(C=O)C. (9) Given the product [F:37][C:38]([F:51])([F:50])[S:39]([O:36][C:15]1[CH:14]=[CH:13][C:12]2[C:17](=[CH:18][CH:19]=[C:10]([O:9][CH3:8])[CH:11]=2)[C:16]=1[O:20][C:21]1[CH:22]=[CH:23][C:24]([O:27][CH2:28][CH2:29][N:30]2[CH2:31][CH2:32][CH2:33][CH2:34][CH2:35]2)=[CH:25][CH:26]=1)(=[O:41])=[O:40], predict the reactants needed to synthesize it. The reactants are: C(N(CC)CC)C.[CH3:8][O:9][C:10]1[CH:11]=[C:12]2[C:17](=[CH:18][CH:19]=1)[C:16]([O:20][C:21]1[CH:26]=[CH:25][C:24]([O:27][CH2:28][CH2:29][N:30]3[CH2:35][CH2:34][CH2:33][CH2:32][CH2:31]3)=[CH:23][CH:22]=1)=[C:15]([OH:36])[CH:14]=[CH:13]2.[F:37][C:38]([F:51])([F:50])[S:39](O[S:39]([C:38]([F:51])([F:50])[F:37])(=[O:41])=[O:40])(=[O:41])=[O:40]. (10) Given the product [OH:28][C:27]1[CH:26]=[CH:25][C:6]([O:7][C:8]2[C:22]([CH3:23])=[CH:21][C:11]3[C:12]([CH2:15][C:16]([O:18][CH2:19][CH3:20])=[O:17])=[CH:13][O:14][C:10]=3[C:9]=2[CH3:24])=[CH:5][C:4]=1[CH:1]([CH3:2])[CH3:3], predict the reactants needed to synthesize it. The reactants are: [CH:1]([C:4]1[CH:5]=[C:6]([CH:25]=[CH:26][C:27]=1[O:28]C)[O:7][C:8]1[C:22]([CH3:23])=[CH:21][C:11]2[C:12]([CH2:15][C:16]([O:18][CH2:19][CH3:20])=[O:17])=[CH:13][O:14][C:10]=2[C:9]=1[CH3:24])([CH3:3])[CH3:2].[Cl-].[Cl-].[Cl-].[Al+3].C(S)C.